Dataset: Forward reaction prediction with 1.9M reactions from USPTO patents (1976-2016). Task: Predict the product of the given reaction. (1) Given the reactants O[N:2]1[C:6](=[O:7])[C:5]2=[CH:8][CH:9]=[CH:10][CH:11]=[C:4]2[C:3]1=[O:12].C1(P(C2C=CC=CC=2)C2C=CC=CC=2)C=CC=CC=1.N(C(OC(C)C)=O)=NC(OC(C)C)=O, predict the reaction product. The product is: [C:6]1(=[O:7])[NH:2][C:3](=[O:12])[C:4]2=[CH:11][CH:10]=[CH:9][CH:8]=[C:5]12. (2) Given the reactants [F:1][C:2]1[CH:3]=[N:4][CH:5]=[CH:6][C:7]=1[C:8]1[CH:9]=[C:10]2[N:22]=[C:21]([C:23]3[CH:32]=[CH:31][C:26]([C:27]([O:29]C)=[O:28])=[CH:25][CH:24]=3)[NH:20][C:11]2=[N:12][C:13]=1[C:14]1[CH:15]=[N:16][CH:17]=[CH:18][CH:19]=1.[OH-].[Na+].Cl, predict the reaction product. The product is: [F:1][C:2]1[CH:3]=[N:4][CH:5]=[CH:6][C:7]=1[C:8]1[CH:9]=[C:10]2[N:22]=[C:21]([C:23]3[CH:32]=[CH:31][C:26]([C:27]([OH:29])=[O:28])=[CH:25][CH:24]=3)[NH:20][C:11]2=[N:12][C:13]=1[C:14]1[CH:15]=[N:16][CH:17]=[CH:18][CH:19]=1. (3) Given the reactants [Cl:1][C:2]1[C:14]([Cl:15])=[C:13]([CH2:16][CH2:17][CH:18]([OH:34])[C:19]2[S:20][C:21]([C:24]3[CH:29]=[CH:28][C:27]([C:30]([F:33])([F:32])[F:31])=[CH:26][CH:25]=3)=[CH:22][CH:23]=2)[CH:12]=[CH:11][C:3]=1[O:4][C:5]([CH3:10])([CH3:9])[C:6]([OH:8])=[O:7].[H-].[Na+].I[CH2:38][CH3:39], predict the reaction product. The product is: [Cl:1][C:2]1[C:14]([Cl:15])=[C:13]([CH2:16][CH2:17][CH:18]([O:34][CH2:38][CH3:39])[C:19]2[S:20][C:21]([C:24]3[CH:25]=[CH:26][C:27]([C:30]([F:31])([F:32])[F:33])=[CH:28][CH:29]=3)=[CH:22][CH:23]=2)[CH:12]=[CH:11][C:3]=1[O:4][C:5]([CH3:9])([CH3:10])[C:6]([OH:8])=[O:7].